From a dataset of Full USPTO retrosynthesis dataset with 1.9M reactions from patents (1976-2016). Predict the reactants needed to synthesize the given product. The reactants are: [CH:1]12[CH2:7][CH:6]([C:8]3[CH:13]=[CH:12][C:11]([NH:14][S:15]([C:18]4[CH:23]=[CH:22][C:21]([O:24][C:25]([F:28])([F:27])[F:26])=[CH:20][CH:19]=4)(=[O:17])=[O:16])=[CH:10][CH:9]=3)[CH:5]1[CH2:4][NH:3][CH2:2]2.[CH2:29](Br)[CH:30]=[CH2:31].C(N(CC)CC)C. Given the product [CH2:31]([N:3]1[CH2:4][C@@H:5]2[C@@H:1]([CH2:7][C@H:6]2[C:8]2[CH:9]=[CH:10][C:11]([NH:14][S:15]([C:18]3[CH:23]=[CH:22][C:21]([O:24][C:25]([F:28])([F:26])[F:27])=[CH:20][CH:19]=3)(=[O:16])=[O:17])=[CH:12][CH:13]=2)[CH2:2]1)[CH:30]=[CH2:29], predict the reactants needed to synthesize it.